From a dataset of Catalyst prediction with 721,799 reactions and 888 catalyst types from USPTO. Predict which catalyst facilitates the given reaction. (1) Reactant: C1(C(C2C=CC=CC=2)(C2C=CC=CC=2)[N:8]2[CH:16]=[N:15][C:14]3[C:9]2=[N:10][CH:11]=[N:12][C:13]=3[NH2:17])C=CC=CC=1.[Cl:30][CH2:31][CH2:32][O:33][CH2:34]Cl. Product: [Cl:30][CH2:31][CH2:32][O:33][CH2:34][N:15]1[C:14]2[C:9](=[N:10][CH:11]=[N:12][C:13]=2[NH2:17])[N:8]=[CH:16]1. The catalyst class is: 2. (2) Reactant: [CH2:1]([C:3]([C:21]1[S:25][C:24]([C:26]([NH:28][NH2:29])=[O:27])=[C:23]([CH3:30])[CH:22]=1)([C:6]1[CH:11]=[CH:10][C:9]([O:12][CH2:13][CH:14]([OH:19])[C:15]([CH3:18])([CH3:17])[CH3:16])=[C:8]([CH3:20])[CH:7]=1)[CH2:4][CH3:5])[CH3:2].[C:31](N1C=CN=C1)(N1C=CN=C1)=[O:32]. Product: [CH2:1]([C:3]([C:21]1[S:25][C:24]([C:26]2[O:27][C:31](=[O:32])[NH:29][N:28]=2)=[C:23]([CH3:30])[CH:22]=1)([C:6]1[CH:11]=[CH:10][C:9]([O:12][CH2:13][CH:14]([OH:19])[C:15]([CH3:17])([CH3:18])[CH3:16])=[C:8]([CH3:20])[CH:7]=1)[CH2:4][CH3:5])[CH3:2]. The catalyst class is: 49. (3) Reactant: [CH3:1][C:2]([C:4]1[CH:9]=[C:8]([O:10][CH3:11])[C:7]([OH:12])=[C:6]([O:13][CH3:14])[CH:5]=1)=[O:3].C([O-])([O-])=O.[K+].[K+].C(N(CC)CC)C.[C:28](Cl)(=[O:30])[CH3:29]. Product: [C:28]([O:12][C:7]1[C:6]([O:13][CH3:14])=[CH:5][C:4]([C:2](=[O:3])[CH3:1])=[CH:9][C:8]=1[O:10][CH3:11])(=[O:30])[CH3:29]. The catalyst class is: 46. (4) Reactant: [CH:1]1([CH:6]([C:10]2[CH:15]=[CH:14][C:13]([CH2:16][N:17]3[C:22](=[O:23])[CH2:21][O:20][C:19]([C:24]4[CH:29]=[CH:28][CH:27]=[CH:26][CH:25]=4)=[N:18]3)=[CH:12][CH:11]=2)[C:7](O)=[O:8])[CH2:5][CH2:4][CH2:3][CH2:2]1.Cl.[NH2:31][CH:32]1[CH2:37][CH2:36][CH2:35][CH:34]([CH2:38][CH2:39][C:40]([O:42][CH3:43])=[O:41])[CH2:33]1.C(N(CC)C(C)C)(C)C.F[P-](F)(F)(F)(F)F.N1(OC(N(C)C)=[N+](C)C)C2N=CC=CC=2N=N1. Product: [CH:1]1([CH:6]([C:10]2[CH:15]=[CH:14][C:13]([CH2:16][N:17]3[C:22](=[O:23])[CH2:21][O:20][C:19]([C:24]4[CH:29]=[CH:28][CH:27]=[CH:26][CH:25]=4)=[N:18]3)=[CH:12][CH:11]=2)[C:7]([NH:31][CH:32]2[CH2:37][CH2:36][CH2:35][CH:34]([CH2:38][CH2:39][C:40]([O:42][CH3:43])=[O:41])[CH2:33]2)=[O:8])[CH2:5][CH2:4][CH2:3][CH2:2]1. The catalyst class is: 3. (5) Reactant: [Cl:1][C:2]1[S:6][C:5]([C:7]([NH:9][C:10]2[C:18]3[C:17](=[O:19])O[C:15](=[O:20])[C:14]=3[CH:13]=[CH:12][CH:11]=2)=[O:8])=[CH:4][CH:3]=1.[N:21]1[CH:26]=[CH:25][C:24]([N:27]2[CH2:32][CH2:31][N:30]([CH2:33][CH2:34][NH2:35])[CH2:29][CH2:28]2)=[CH:23][CH:22]=1. Product: [Cl:1][C:2]1[S:6][C:5]([C:7]([NH:9][C:10]2[CH:11]=[CH:12][CH:13]=[C:14]3[C:18]=2[C:17](=[O:19])[N:35]([CH2:34][CH2:33][N:30]2[CH2:29][CH2:28][N:27]([C:24]4[CH:25]=[CH:26][N:21]=[CH:22][CH:23]=4)[CH2:32][CH2:31]2)[C:15]3=[O:20])=[O:8])=[CH:4][CH:3]=1. The catalyst class is: 15.